Dataset: NCI-60 drug combinations with 297,098 pairs across 59 cell lines. Task: Regression. Given two drug SMILES strings and cell line genomic features, predict the synergy score measuring deviation from expected non-interaction effect. (1) Drug 2: C1CCC(C1)C(CC#N)N2C=C(C=N2)C3=C4C=CNC4=NC=N3. Synergy scores: CSS=-2.05, Synergy_ZIP=3.57, Synergy_Bliss=8.42, Synergy_Loewe=3.94, Synergy_HSA=3.12. Drug 1: CN1CCC(CC1)COC2=C(C=C3C(=C2)N=CN=C3NC4=C(C=C(C=C4)Br)F)OC. Cell line: SF-268. (2) Drug 1: COC1=C(C=C2C(=C1)N=CN=C2NC3=CC(=C(C=C3)F)Cl)OCCCN4CCOCC4. Drug 2: C1CN(CCN1C(=O)CCBr)C(=O)CCBr. Cell line: ACHN. Synergy scores: CSS=71.2, Synergy_ZIP=-0.209, Synergy_Bliss=-0.234, Synergy_Loewe=0.686, Synergy_HSA=2.33. (3) Drug 1: C1=CN(C=N1)CC(O)(P(=O)(O)O)P(=O)(O)O. Drug 2: CCN(CC)CCCC(C)NC1=C2C=C(C=CC2=NC3=C1C=CC(=C3)Cl)OC. Cell line: OVCAR-5. Synergy scores: CSS=16.6, Synergy_ZIP=-4.79, Synergy_Bliss=1.70, Synergy_Loewe=-12.2, Synergy_HSA=-0.420. (4) Drug 1: CC=C1C(=O)NC(C(=O)OC2CC(=O)NC(C(=O)NC(CSSCCC=C2)C(=O)N1)C(C)C)C(C)C. Drug 2: C(=O)(N)NO. Cell line: SN12C. Synergy scores: CSS=13.3, Synergy_ZIP=4.37, Synergy_Bliss=1.54, Synergy_Loewe=-3.86, Synergy_HSA=-3.91. (5) Synergy scores: CSS=56.7, Synergy_ZIP=-8.36, Synergy_Bliss=-11.0, Synergy_Loewe=-25.6, Synergy_HSA=-7.12. Drug 2: C1=NC2=C(N1)C(=S)N=CN2. Cell line: SNB-75. Drug 1: C1=CC(=C2C(=C1NCCNCCO)C(=O)C3=C(C=CC(=C3C2=O)O)O)NCCNCCO. (6) Drug 1: CN1C2=C(C=C(C=C2)N(CCCl)CCCl)N=C1CCCC(=O)O.Cl. Drug 2: COC1=NC(=NC2=C1N=CN2C3C(C(C(O3)CO)O)O)N. Cell line: K-562. Synergy scores: CSS=-1.13, Synergy_ZIP=1.77, Synergy_Bliss=0.778, Synergy_Loewe=-1.53, Synergy_HSA=-2.09.